Task: Predict the reactants needed to synthesize the given product.. Dataset: Full USPTO retrosynthesis dataset with 1.9M reactions from patents (1976-2016) Given the product [Cl:28][C:10]1[C:9]2[C:5]([CH2:4][C:3]([OH:29])=[O:2])=[CH:6][S:7][C:8]=2[C:13]([Cl:14])=[C:12]([O:15][CH2:16][C:17]2[C:18]([CH3:27])=[N:19][C:20]([C:23]([F:24])([F:26])[F:25])=[CH:21][CH:22]=2)[CH:11]=1, predict the reactants needed to synthesize it. The reactants are: C[O:2][C:3](=[O:29])[CH2:4][C:5]1[C:9]2[C:10]([Cl:28])=[CH:11][C:12]([O:15][CH2:16][C:17]3[C:18]([CH3:27])=[N:19][C:20]([C:23]([F:26])([F:25])[F:24])=[CH:21][CH:22]=3)=[C:13]([Cl:14])[C:8]=2[S:7][CH:6]=1.C1COCC1.[OH-].[Na+].Cl.